This data is from Reaction yield outcomes from USPTO patents with 853,638 reactions. The task is: Predict the reaction yield, written as a fraction of the theoretical maximum amount of product (1.0 means a 100% yield; for example, 0.34 means a 34% yield). (1) The reactants are [H-].[H-].[H-].[H-].[Li+].[Al+3].[OH:7][C:8]1[CH:19]=[CH:18][CH:17]=[CH:16][C:9]=1[C:10]([NH:12][CH2:13][CH2:14][CH3:15])=O.[CH3:20][C:21]([O:24][C:25](O[C:25]([O:24][C:21]([CH3:23])([CH3:22])[CH3:20])=[O:26])=[O:26])([CH3:23])[CH3:22].C([O-])(O)=O.[Na+]. The catalyst is C1COCC1. The product is [OH:7][C:8]1[CH:19]=[CH:18][CH:17]=[CH:16][C:9]=1[CH2:10][N:12]([CH2:13][CH2:14][CH3:15])[C:25](=[O:26])[O:24][C:21]([CH3:23])([CH3:22])[CH3:20]. The yield is 0.910. (2) The reactants are [H-].[Al+3].[Li+].[H-].[H-].[H-].[Br:7][C:8]1[CH:13]=[CH:12][C:11]([CH2:14][CH2:15][C:16]([N:18]2[CH2:23][CH2:22][O:21][CH2:20][CH2:19]2)=O)=[CH:10][CH:9]=1. The catalyst is O1CCCC1. The product is [Br:7][C:8]1[CH:13]=[CH:12][C:11]([CH2:14][CH2:15][CH2:16][N:18]2[CH2:19][CH2:20][O:21][CH2:22][CH2:23]2)=[CH:10][CH:9]=1. The yield is 0.820. (3) The reactants are [F:1][C:2]([F:23])([F:22])[CH2:3][N:4]1[C:9](=[O:10])[C:8](Cl)=[C:7]([C:12]2[CH:17]=[CH:16][C:15]([S:18]([CH3:21])(=[O:20])=[O:19])=[CH:14][CH:13]=2)[CH:6]=[N:5]1.[CH2:24]([OH:29])[C:25]([CH3:28])([CH3:27])[CH3:26].[H-].[Na+]. The catalyst is CN(C=O)C. The product is [F:1][C:2]([F:23])([F:22])[CH2:3][N:4]1[C:9](=[O:10])[C:8]([O:29][CH2:24][C:25]([CH3:28])([CH3:27])[CH3:26])=[C:7]([C:12]2[CH:17]=[CH:16][C:15]([S:18]([CH3:21])(=[O:20])=[O:19])=[CH:14][CH:13]=2)[CH:6]=[N:5]1. The yield is 0.760. (4) The reactants are [NH3:1].[CH3:2][O:3][C:4]([C:6]1[CH:11]=[C:10](Cl)[N:9]=[C:8]([Cl:13])[N:7]=1)=[O:5]. The catalyst is CS(C)=O. The product is [CH3:2][O:3][C:4]([C:6]1[CH:11]=[C:10]([NH2:1])[N:9]=[C:8]([Cl:13])[N:7]=1)=[O:5]. The yield is 0.790. (5) The reactants are [CH2:1]([O:5][C:6]1[N:10]([C:11]2[CH:16]=[CH:15][CH:14]=[CH:13][C:12]=2[CH3:17])[N:9]=[C:8]([C:18](OCC)=[O:19])[CH:7]=1)[CH:2]([CH3:4])[CH3:3].[H-].[Al+3].[Li+].[H-].[H-].[H-].O.O.O.O.O.O.O.O.O.O.S([O-])([O-])(=O)=O.[Na+].[Na+]. The catalyst is O1CCCC1. The product is [CH2:1]([O:5][C:6]1[N:10]([C:11]2[CH:16]=[CH:15][CH:14]=[CH:13][C:12]=2[CH3:17])[N:9]=[C:8]([CH2:18][OH:19])[CH:7]=1)[CH:2]([CH3:4])[CH3:3]. The yield is 0.920. (6) The reactants are N[C:2]1[CH:3]=[C:4]2[C:9](=[CH:10][CH:11]=1)[N:8]=[CH:7][CH2:6][C:5]2=[O:12].[CH2:13]=O.[BH3-][C:16]#[N:17].[Na+].Cl. The catalyst is CCO. The product is [CH3:13][N:17]([CH3:16])[C:2]1[CH:3]=[C:4]2[C:9](=[CH:10][CH:11]=1)[N:8]=[CH:7][CH2:6][C:5]2=[O:12]. The yield is 0.600. (7) The reactants are [Cl-].[CH3:2][N:3]1[CH:7]=[C:6]([C:8]2[C:12]([CH3:13])=[C:11]([NH:14][C:15]([O:17]C3C=CC=CC=3)=O)[N:10]([C:24]3[CH:29]=[CH:28][CH:27]=[CH:26][CH:25]=3)[N:9]=2)[N+:5](C(OC2C=CC=CC=2)=O)=[CH:4]1.Cl.Cl.[S:41]1[CH:45]=[C:44]([CH2:46][N:47]2[CH2:51][C@@H:50]([C:52]3[CH:57]=[CH:56][C:55]([F:58])=[C:54]([F:59])[CH:53]=3)[C@H:49]([NH2:60])[CH2:48]2)[N:43]=[N:42]1. No catalyst specified. The product is [S:41]1[CH:45]=[C:44]([CH2:46][N:47]2[CH2:51][C@@H:50]([C:52]3[CH:57]=[CH:56][C:55]([F:58])=[C:54]([F:59])[CH:53]=3)[C@H:49]([NH:60][C:15]([NH:14][C:11]3[N:10]([C:24]4[CH:25]=[CH:26][CH:27]=[CH:28][CH:29]=4)[N:9]=[C:8]([C:6]4[N:5]=[CH:4][N:3]([CH3:2])[CH:7]=4)[C:12]=3[CH3:13])=[O:17])[CH2:48]2)[N:43]=[N:42]1. The yield is 0.420.